Dataset: Forward reaction prediction with 1.9M reactions from USPTO patents (1976-2016). Task: Predict the product of the given reaction. (1) Given the reactants [CH3:1][O:2][CH2:3][C@@H:4]1[CH2:8][N:7](C(OC(C)(C)C)=O)[C@H:6]([C:16]2[NH:20][C:19]3[C:21]4[C:26]([CH:27]=[CH:28][C:18]=3[N:17]=2)=[CH:25][C:24]2[C:29]3[C:34]([CH2:35][O:36][C:23]=2[CH:22]=4)=[CH:33][C:32]([B:37]2[O:41][C:40]([CH3:43])([CH3:42])[C:39]([CH3:45])([CH3:44])[O:38]2)=[CH:31][CH:30]=3)[CH2:5]1.Cl, predict the reaction product. The product is: [CH3:1][O:2][CH2:3][CH:4]1[CH2:8][NH:7][CH:6]([C:16]2[NH:20][C:19]3[C:21]4[C:26]([CH:27]=[CH:28][C:18]=3[N:17]=2)=[CH:25][C:24]2[C:29]3[C:34]([CH2:35][O:36][C:23]=2[CH:22]=4)=[CH:33][C:32]([B:37]2[O:41][C:40]([CH3:43])([CH3:42])[C:39]([CH3:45])([CH3:44])[O:38]2)=[CH:31][CH:30]=3)[CH2:5]1. (2) Given the reactants [CH:1]1([CH2:6][CH:7]([C:22]2[CH:27]=[CH:26][C:25]([N+:28]([O-])=O)=[CH:24][CH:23]=2)[C:8]([NH:10][C:11]2[S:12][C:13]3[C:18]([N:19]=2)=[CH:17][CH:16]=[C:15]([O:20][CH3:21])[N:14]=3)=[O:9])[CH2:5][CH2:4][CH2:3][CH2:2]1, predict the reaction product. The product is: [NH2:28][C:25]1[CH:26]=[CH:27][C:22]([CH:7]([CH2:6][CH:1]2[CH2:2][CH2:3][CH2:4][CH2:5]2)[C:8]([NH:10][C:11]2[S:12][C:13]3[C:18]([N:19]=2)=[CH:17][CH:16]=[C:15]([O:20][CH3:21])[N:14]=3)=[O:9])=[CH:23][CH:24]=1. (3) Given the reactants C([O:5][C:6](=[O:46])[CH2:7][N:8](C(OC(C)(C)C)=O)[C:9]1[CH:14]=[CH:13][CH:12]=[C:11]([CH:15]([CH2:26][C:27]2[CH:32]=[CH:31][C:30]([N:33]([CH2:35][CH2:36][CH2:37][CH3:38])[CH3:34])=[CH:29][CH:28]=2)[NH:16][S:17]([C:20]2[CH:25]=[CH:24][CH:23]=[CH:22][N:21]=2)(=[O:19])=[O:18])[N:10]=1)(C)(C)C.Cl.O1CCOCC1, predict the reaction product. The product is: [CH2:35]([N:33]([CH3:34])[C:30]1[CH:29]=[CH:28][C:27]([CH2:26][CH:15]([NH:16][S:17]([C:20]2[CH:25]=[CH:24][CH:23]=[CH:22][N:21]=2)(=[O:19])=[O:18])[C:11]2[N:10]=[C:9]([NH:8][CH2:7][C:6]([OH:46])=[O:5])[CH:14]=[CH:13][CH:12]=2)=[CH:32][CH:31]=1)[CH2:36][CH2:37][CH3:38]. (4) Given the reactants [NH2:1][CH:2]1[CH:11]([CH2:12][C:13]2[CH:18]=[CH:17][C:16]([Cl:19])=[CH:15][CH:14]=2)[C:10]2[CH:9]=[C:8]([CH2:20][CH2:21][CH2:22][NH:23][S:24]([CH2:27][CH:28]3[CH2:30][CH2:29]3)(=[O:26])=[O:25])[CH:7]=[CH:6][C:5]=2[CH2:4][CH2:3]1.[C:31](O)(=O)[CH3:32].[CH:35](=O)[CH3:36].C(O[BH-](OC(=O)C)OC(=O)C)(=O)C.[Na+], predict the reaction product. The product is: [ClH:19].[Cl:19][C:16]1[CH:17]=[CH:18][C:13]([CH2:12][CH:11]2[C:10]3[CH:9]=[C:8]([CH2:20][CH2:21][CH2:22][NH:23][S:24]([CH2:27][CH:28]4[CH2:29][CH2:30]4)(=[O:26])=[O:25])[CH:7]=[CH:6][C:5]=3[CH2:4][CH2:3][CH:2]2[N:1]([CH2:31][CH3:32])[CH2:35][CH3:36])=[CH:14][CH:15]=1. (5) Given the reactants [CH2:1]([O:8][N:9]1[C:18]2[C:13](=[CH:14][C:15](Br)=[CH:16][N:17]=2)[C:12]([NH:20][CH2:21][C:22]2[CH:27]=[CH:26][C:25]([O:28][CH3:29])=[CH:24][C:23]=2[O:30][CH3:31])=[C:11]([C:32]([NH:34][CH2:35][C:36]2[CH:41]=[CH:40][C:39]([F:42])=[CH:38][C:37]=2[F:43])=[O:33])[C:10]1=[O:44])[C:2]1[CH:7]=[CH:6][CH:5]=[CH:4][CH:3]=1.[CH2:45]=[CH:46][C:47]1[CH:52]=[CH:51][CH:50]=[CH:49][CH:48]=1, predict the reaction product. The product is: [CH2:1]([O:8][N:9]1[C:18]2[C:13](=[CH:14][C:15](/[CH:45]=[CH:46]/[C:47]3[CH:52]=[CH:51][CH:50]=[CH:49][CH:48]=3)=[CH:16][N:17]=2)[C:12]([NH:20][CH2:21][C:22]2[CH:27]=[CH:26][C:25]([O:28][CH3:29])=[CH:24][C:23]=2[O:30][CH3:31])=[C:11]([C:32]([NH:34][CH2:35][C:36]2[CH:41]=[CH:40][C:39]([F:42])=[CH:38][C:37]=2[F:43])=[O:33])[C:10]1=[O:44])[C:2]1[CH:7]=[CH:6][CH:5]=[CH:4][CH:3]=1. (6) Given the reactants [Cl:1][C:2]1[CH:3]=[C:4]([C:9]2[N:13]([C:14]3[CH:19]=[CH:18][CH:17]=[CH:16]N=3)[N:12]=[C:11]([C:20]([OH:22])=[O:21])[CH:10]=2)[CH:5]=[C:6]([F:8])[CH:7]=1.Cl.CC1[N:30]=[CH:29]C(NN)=CC=1, predict the reaction product. The product is: [Cl:1][C:2]1[CH:3]=[C:4]([C:9]2[N:13]([C:14]3[CH:29]=[N:30][C:17]([CH3:16])=[CH:18][CH:19]=3)[N:12]=[C:11]([C:20]([OH:22])=[O:21])[CH:10]=2)[CH:5]=[C:6]([F:8])[CH:7]=1. (7) Given the reactants [CH2:1]([O:8][C@@H:9]1[CH2:13][CH2:12][CH2:11][C@@H:10]1[N:14]1C(=O)C2C(=CC=CC=2)C1=O)[C:2]1[CH:7]=[CH:6][CH:5]=[CH:4][CH:3]=1.C(O)(=O)C.O.NN, predict the reaction product. The product is: [CH2:1]([O:8][C@@H:9]1[CH2:13][CH2:12][CH2:11][C@@H:10]1[NH2:14])[C:2]1[CH:7]=[CH:6][CH:5]=[CH:4][CH:3]=1. (8) Given the reactants C[O:2][C:3](=[O:30])[CH2:4][N:5]1[C:13]2[C:8](=[CH:9][C:10]([F:14])=[CH:11][CH:12]=2)[C:7]([CH2:15][C:16]2[S:17][CH:18]=[CH:19][C:20]=2[S:21]([C:24]2[S:25][CH:26]=[CH:27][CH:28]=2)(=[O:23])=[O:22])=[C:6]1[CH3:29].O1CCCC1.[OH-].[Li+].Cl, predict the reaction product. The product is: [F:14][C:10]1[CH:9]=[C:8]2[C:13](=[CH:12][CH:11]=1)[N:5]([CH2:4][C:3]([OH:30])=[O:2])[C:6]([CH3:29])=[C:7]2[CH2:15][C:16]1[S:17][CH:18]=[CH:19][C:20]=1[S:21]([C:24]1[S:25][CH:26]=[CH:27][CH:28]=1)(=[O:22])=[O:23].